This data is from Full USPTO retrosynthesis dataset with 1.9M reactions from patents (1976-2016). The task is: Predict the reactants needed to synthesize the given product. Given the product [CH2:11]([NH:18][C:6](=[O:8])[C:5]1[CH:9]=[CH:10][C:2]([SH:1])=[N:3][CH:4]=1)[C:12]1[CH:17]=[CH:16][CH:15]=[CH:14][CH:13]=1, predict the reactants needed to synthesize it. The reactants are: [SH:1][C:2]1[CH:10]=[CH:9][C:5]([C:6]([OH:8])=O)=[CH:4][N:3]=1.[CH2:11]([NH2:18])[C:12]1[CH:17]=[CH:16][CH:15]=[CH:14][CH:13]=1.CCOC1N(C(OCC)=O)C2C(=CC=CC=2)C=C1.O.